From a dataset of Retrosynthesis with 50K atom-mapped reactions and 10 reaction types from USPTO. Predict the reactants needed to synthesize the given product. (1) Given the product CCOC(=O)CC(O)(c1ccccc1)c1ccc(OCOC)cc1, predict the reactants needed to synthesize it. The reactants are: CCOC(=O)CBr.COCOc1ccc(C(=O)c2ccccc2)cc1. (2) Given the product NC(=O)c1ccnc2c(N[C@H](CN3CCC3)c3ccc(C(F)(F)F)c(C(F)(F)F)c3)ncnc12, predict the reactants needed to synthesize it. The reactants are: NC(=O)c1ccnc2c(O)ncnc12.N[C@H](CN1CCC1)c1ccc(C(F)(F)F)c(C(F)(F)F)c1. (3) Given the product CC(C)(C#N)c1ccc(N)cc1F, predict the reactants needed to synthesize it. The reactants are: CC(C)(C#N)c1ccc([N+](=O)[O-])cc1F.